Task: Regression. Given two drug SMILES strings and cell line genomic features, predict the synergy score measuring deviation from expected non-interaction effect.. Dataset: NCI-60 drug combinations with 297,098 pairs across 59 cell lines (1) Drug 1: CN1C(=O)N2C=NC(=C2N=N1)C(=O)N. Drug 2: C#CCC(CC1=CN=C2C(=N1)C(=NC(=N2)N)N)C3=CC=C(C=C3)C(=O)NC(CCC(=O)O)C(=O)O. Cell line: A549. Synergy scores: CSS=29.3, Synergy_ZIP=2.17, Synergy_Bliss=-1.37, Synergy_Loewe=-31.2, Synergy_HSA=-2.09. (2) Drug 1: C1=C(C(=O)NC(=O)N1)F. Drug 2: C1=CC(=CC=C1CC(C(=O)O)N)N(CCCl)CCCl.Cl. Cell line: K-562. Synergy scores: CSS=55.3, Synergy_ZIP=-7.86, Synergy_Bliss=-10.0, Synergy_Loewe=-11.4, Synergy_HSA=-9.41. (3) Synergy scores: CSS=14.6, Synergy_ZIP=-6.38, Synergy_Bliss=-2.61, Synergy_Loewe=-5.89, Synergy_HSA=-4.03. Cell line: U251. Drug 2: CC1=C(C(=CC=C1)Cl)NC(=O)C2=CN=C(S2)NC3=CC(=NC(=N3)C)N4CCN(CC4)CCO. Drug 1: C1=CC(=CC=C1CC(C(=O)O)N)N(CCCl)CCCl.Cl. (4) Drug 1: CS(=O)(=O)CCNCC1=CC=C(O1)C2=CC3=C(C=C2)N=CN=C3NC4=CC(=C(C=C4)OCC5=CC(=CC=C5)F)Cl. Drug 2: CN(CCCl)CCCl.Cl. Cell line: CAKI-1. Synergy scores: CSS=24.4, Synergy_ZIP=-8.57, Synergy_Bliss=-3.54, Synergy_Loewe=-0.888, Synergy_HSA=0.427. (5) Drug 1: C1=NC2=C(N1)C(=S)N=C(N2)N. Drug 2: CCN(CC)CCCC(C)NC1=C2C=C(C=CC2=NC3=C1C=CC(=C3)Cl)OC. Cell line: HCT-15. Synergy scores: CSS=52.7, Synergy_ZIP=3.95, Synergy_Bliss=2.74, Synergy_Loewe=-5.42, Synergy_HSA=4.41. (6) Drug 1: CC1C(C(CC(O1)OC2CC(OC(C2O)C)OC3=CC4=CC5=C(C(=O)C(C(C5)C(C(=O)C(C(C)O)O)OC)OC6CC(C(C(O6)C)O)OC7CC(C(C(O7)C)O)OC8CC(C(C(O8)C)O)(C)O)C(=C4C(=C3C)O)O)O)O. Drug 2: N.N.Cl[Pt+2]Cl. Cell line: U251. Synergy scores: CSS=57.0, Synergy_ZIP=-1.47, Synergy_Bliss=-0.802, Synergy_Loewe=-3.31, Synergy_HSA=1.30. (7) Drug 1: C1=CC(=C2C(=C1NCCNCCO)C(=O)C3=C(C=CC(=C3C2=O)O)O)NCCNCCO. Drug 2: C(CCl)NC(=O)N(CCCl)N=O. Cell line: SK-OV-3. Synergy scores: CSS=27.0, Synergy_ZIP=-3.84, Synergy_Bliss=-7.29, Synergy_Loewe=-59.9, Synergy_HSA=-8.16.